This data is from Forward reaction prediction with 1.9M reactions from USPTO patents (1976-2016). The task is: Predict the product of the given reaction. Given the reactants [Br:1][C:2]1[C:14]([CH3:15])=[CH:13][C:5]([O:6][CH2:7][CH2:8][CH2:9][C:10](=O)[CH3:11])=[CH:4][C:3]=1[CH3:16].[CH3:17][O:18][NH2:19].O, predict the reaction product. The product is: [CH3:17][O:18][N:19]=[C:10]([CH2:9][CH2:8][CH2:7][O:6][C:5]1[CH:13]=[C:14]([CH3:15])[C:2]([Br:1])=[C:3]([CH3:16])[CH:4]=1)[CH3:11].